Dataset: Forward reaction prediction with 1.9M reactions from USPTO patents (1976-2016). Task: Predict the product of the given reaction. (1) Given the reactants [NH2:1][C:2]1[CH:9]=[CH:8][C:5]([C:6]#[N:7])=[C:4]([Cl:10])[CH:3]=1.[OH:11][C:12]1([CH3:20])[CH2:17][C:16](=[O:18])[O:15][C:14](=[O:19])[CH2:13]1.Cl, predict the reaction product. The product is: [Cl:10][C:4]1[CH:3]=[C:2]([NH:1][C:16](=[O:18])[CH2:17][C:12]([OH:11])([CH3:20])[CH2:13][C:14]([OH:19])=[O:15])[CH:9]=[CH:8][C:5]=1[C:6]#[N:7]. (2) Given the reactants [CH3:1][C:2]1[CH:3]=[CH:4][C:5]([N:18]2[N:22]=[CH:21][CH:20]=[N:19]2)=[C:6]([CH:17]=1)[C:7]([N:9]1[CH2:13][CH2:12][CH2:11][C@H:10]1[C:14]([OH:16])=O)=[O:8].Cl.Cl.[NH2:25][C:26]1[CH:27]=[C:28]([O:33][CH3:34])[CH:29]=[CH:30][C:31]=1[NH2:32].CCN(C(C)C)C(C)C.CN(C(ON1N=NC2C=CC=NC1=2)=[N+](C)C)C.F[P-](F)(F)(F)(F)F, predict the reaction product. The product is: [NH2:25][C:26]1[CH:27]=[C:28]([O:33][CH3:34])[CH:29]=[CH:30][C:31]=1[NH:32][C:14]([C@@H:10]1[CH2:11][CH2:12][CH2:13][N:9]1[C:7](=[O:8])[C:6]1[CH:17]=[C:2]([CH3:1])[CH:3]=[CH:4][C:5]=1[N:18]1[N:19]=[CH:20][CH:21]=[N:22]1)=[O:16]. (3) Given the reactants [CH3:1][CH:2]1[CH2:7][CH2:6][CH2:5][CH:4]([CH3:8])[CH:3]1[OH:9].[H-].[Na+].Cl[C:13]1[CH:14]=[CH:15][C:16]2[CH2:17][N:18]([C:24]([O:26][C:27]([CH3:30])([CH3:29])[CH3:28])=[O:25])[CH2:19][CH2:20][O:21][C:22]=2[N:23]=1.O, predict the reaction product. The product is: [CH3:1][CH:2]1[CH2:7][CH2:6][CH2:5][CH:4]([CH3:8])[CH:3]1[O:9][C:13]1[CH:14]=[CH:15][C:16]2[CH2:17][N:18]([C:24]([O:26][C:27]([CH3:30])([CH3:29])[CH3:28])=[O:25])[CH2:19][CH2:20][O:21][C:22]=2[N:23]=1. (4) The product is: [Cl:14][C:11]1[CH:12]=[CH:13][C:8]2[N:9]([C:5]([C:3]3[N:33]=[C:31]([NH:30][C:22]4[CH:23]=[C:24]([CH:28]=[CH:29][C:21]=4[O:20][CH:17]([CH3:19])[CH3:18])[C:25]([NH2:27])=[O:26])[S:32][CH:2]=3)=[C:6]([CH3:15])[N:7]=2)[CH:10]=1. Given the reactants Br[CH2:2][C:3]([C:5]1[N:9]2[CH:10]=[C:11]([Cl:14])[CH:12]=[CH:13][C:8]2=[N:7][C:6]=1[CH3:15])=O.Br.[CH:17]([O:20][C:21]1[CH:29]=[CH:28][C:24]([C:25]([NH2:27])=[O:26])=[CH:23][C:22]=1[NH:30][C:31]([NH2:33])=[S:32])([CH3:19])[CH3:18].N.CO, predict the reaction product. (5) Given the reactants [NH2:1][C:2]1[CH:15]=[CH:14][C:13]2[C:12]3[C:7](=[CH:8][CH:9]=[CH:10][CH:11]=3)[CH:6]=[CH:5][C:4]=2[CH:3]=1.[BrH:16].O.N, predict the reaction product. The product is: [NH2:1][C:2]1[CH:15]=[CH:14][C:13]2[C:12]3[C:7](=[CH:8][CH:9]=[CH:10][CH:11]=3)[CH:6]=[CH:5][C:4]=2[C:3]=1[Br:16]. (6) Given the reactants [NH2:1][C:2]1[CH:7]=[CH:6][CH:5]=[CH:4][CH:3]=1.Br[C:9]1[CH:16]=[CH:15][C:14]2[CH2:13][CH2:12][C:11]=2[CH:10]=1.[CH3:17][C:18](C)([O-])C.[Na+].[C:23]1(C)[CH:28]=[CH:27][CH:26]=[CH:25][CH:24]=1, predict the reaction product. The product is: [C:4]12[CH2:18][CH2:17][C:5]1=[CH:6][CH:7]=[C:2]([N:1]([C:23]1[CH:24]=[CH:25][CH:26]=[CH:27][CH:28]=1)[C:9]1[CH:16]=[CH:15][C:14]3[CH2:13][CH2:12][C:11]=3[CH:10]=1)[CH:3]=2. (7) Given the reactants [CH3:1]C1C=CC=CC=1P(C1C=CC=CC=1C)C1C=CC=CC=1C.C(=O)([O-])[O-].[Na+].[Na+].Cl[C:30]1[N:40]=[CH:39][CH:38]=[CH:37][C:31]=1[C:32]([O:34][CH2:35][CH3:36])=[O:33].[C:41]([C:43]1[CH:44]=[C:45](B(O)O)[CH:46]=[CH:47][C:48]=1[O:49][CH2:50][C:51]([CH3:55])(C)[CH2:52][CH3:53])#[N:42], predict the reaction product. The product is: [C:41]([C:43]1[CH:44]=[C:45]([C:30]2[N:40]=[CH:39][CH:38]=[CH:37][C:31]=2[C:32]([O:34][CH2:35][CH3:36])=[O:33])[CH:46]=[CH:47][C:48]=1[O:49][CH2:50][CH:51]([CH3:55])[CH:52]([CH3:53])[CH3:1])#[N:42]. (8) Given the reactants [CH:1]1([CH2:5][NH:6][C:7]([C:9]2[C:10]([C:16]([F:19])([F:18])[F:17])=[N:11][C:12](Cl)=[N:13][CH:14]=2)=[O:8])[CH2:4][CH2:3][CH2:2]1.[F:20][C:21]1[C:27]([C:28]([F:31])([F:30])[F:29])=[CH:26][CH:25]=[CH:24][C:22]=1[NH2:23], predict the reaction product. The product is: [CH:1]1([CH2:5][NH:6][C:7]([C:9]2[C:10]([C:16]([F:19])([F:18])[F:17])=[N:11][C:12]([NH:23][C:22]3[CH:24]=[CH:25][CH:26]=[C:27]([C:28]([F:29])([F:30])[F:31])[C:21]=3[F:20])=[N:13][CH:14]=2)=[O:8])[CH2:4][CH2:3][CH2:2]1.